This data is from NCI-60 drug combinations with 297,098 pairs across 59 cell lines. The task is: Regression. Given two drug SMILES strings and cell line genomic features, predict the synergy score measuring deviation from expected non-interaction effect. (1) Drug 1: C1=CC=C(C(=C1)C(C2=CC=C(C=C2)Cl)C(Cl)Cl)Cl. Drug 2: CS(=O)(=O)OCCCCOS(=O)(=O)C. Cell line: HCC-2998. Synergy scores: CSS=5.14, Synergy_ZIP=0.659, Synergy_Bliss=3.68, Synergy_Loewe=-1.21, Synergy_HSA=-0.245. (2) Drug 1: CC1=C2C(C(=O)C3(C(CC4C(C3C(C(C2(C)C)(CC1OC(=O)C(C(C5=CC=CC=C5)NC(=O)C6=CC=CC=C6)O)O)OC(=O)C7=CC=CC=C7)(CO4)OC(=O)C)O)C)OC(=O)C. Drug 2: CC1CCCC2(C(O2)CC(NC(=O)CC(C(C(=O)C(C1O)C)(C)C)O)C(=CC3=CSC(=N3)C)C)C. Cell line: SF-539. Synergy scores: CSS=80.1, Synergy_ZIP=1.85, Synergy_Bliss=0.612, Synergy_Loewe=2.32, Synergy_HSA=5.08. (3) Drug 1: CC1=C(C=C(C=C1)NC2=NC=CC(=N2)N(C)C3=CC4=NN(C(=C4C=C3)C)C)S(=O)(=O)N.Cl. Drug 2: C1C(C(OC1N2C=C(C(=O)NC2=O)F)CO)O. Cell line: 786-0. Synergy scores: CSS=13.1, Synergy_ZIP=-1.22, Synergy_Bliss=-3.40, Synergy_Loewe=-11.8, Synergy_HSA=-2.70. (4) Drug 1: C1CN1C2=NC(=NC(=N2)N3CC3)N4CC4. Drug 2: C1=CC=C(C(=C1)C(C2=CC=C(C=C2)Cl)C(Cl)Cl)Cl. Cell line: DU-145. Synergy scores: CSS=35.1, Synergy_ZIP=-0.0890, Synergy_Bliss=1.12, Synergy_Loewe=-40.3, Synergy_HSA=-0.488. (5) Synergy scores: CSS=-1.55, Synergy_ZIP=0.413, Synergy_Bliss=-1.13, Synergy_Loewe=-6.03, Synergy_HSA=-3.21. Drug 1: C1=CC(=CC=C1C#N)C(C2=CC=C(C=C2)C#N)N3C=NC=N3. Cell line: NCI/ADR-RES. Drug 2: CCCCCOC(=O)NC1=NC(=O)N(C=C1F)C2C(C(C(O2)C)O)O. (6) Drug 1: C1=CN(C(=O)N=C1N)C2C(C(C(O2)CO)O)O.Cl. Drug 2: CC12CCC3C(C1CCC2O)C(CC4=C3C=CC(=C4)O)CCCCCCCCCS(=O)CCCC(C(F)(F)F)(F)F. Cell line: HS 578T. Synergy scores: CSS=15.6, Synergy_ZIP=1.88, Synergy_Bliss=3.22, Synergy_Loewe=-0.940, Synergy_HSA=2.83.